From a dataset of Reaction yield outcomes from USPTO patents with 853,638 reactions. Predict the reaction yield, written as a fraction of the theoretical maximum amount of product (1.0 means a 100% yield; for example, 0.34 means a 34% yield). (1) The reactants are [O:1]1[C:5]2[CH:6]=[C:7]([C@@H:10]([O:14][C:15]3[CH:16]=[C:17]4[C:21](=[CH:22][CH:23]=3)[N:20]([C:24]3[CH:29]=[CH:28][C:27]([F:30])=[CH:26][CH:25]=3)[N:19]=[CH:18]4)[C@@H:11]([NH2:13])[CH3:12])[CH:8]=[CH:9][C:4]=2[CH2:3][CH2:2]1.[F:31][C:32]([F:37])([CH3:36])[C:33](O)=[O:34].CN(C(ON1N=NC2C=CC=NC1=2)=[N+](C)C)C.F[P-](F)(F)(F)(F)F.C(N(C(C)C)C(C)C)C.Cl. The catalyst is CN1C(=O)CCC1. The product is [O:1]1[C:5]2[CH:6]=[C:7]([C@@H:10]([O:14][C:15]3[CH:16]=[C:17]4[C:21](=[CH:22][CH:23]=3)[N:20]([C:24]3[CH:25]=[CH:26][C:27]([F:30])=[CH:28][CH:29]=3)[N:19]=[CH:18]4)[C@@H:11]([NH:13][C:33](=[O:34])[C:32]([F:37])([F:31])[CH3:36])[CH3:12])[CH:8]=[CH:9][C:4]=2[CH2:3][CH2:2]1. The yield is 0.620. (2) The reactants are [O:1]=[C:2]1[C@@H:7]2[CH2:8][C@@H:4]([CH2:5][N:6]2[C:9]([O:11][C:12]([CH3:15])([CH3:14])[CH3:13])=[O:10])[O:3]1.C(O)(C)C.[NH3:20].CCOCC. The catalyst is O1CCCC1. The product is [C:12]([O:11][C:9]([N:6]1[CH2:5][C@@H:4]([OH:3])[CH2:8][C@H:7]1[C:2]([NH2:20])=[O:1])=[O:10])([CH3:15])([CH3:14])[CH3:13]. The yield is 0.750. (3) The reactants are [CH:1]1[C:14]2[CH:13]3[CH:8]([CH2:9][CH2:10][CH2:11][CH2:12]3)[CH2:7][N:6]3[CH2:15][CH2:16][N:17](C(OCC4C=CC=CC=4)=O)[CH2:18][C:4]([C:5]=23)=[CH:3][CH:2]=1.FC(F)(F)S(O)(=O)=O.C1(OC)C=CC=CC=1.[OH-].[Na+].C(Cl)[Cl:48]. The catalyst is O. The product is [ClH:48].[CH:1]1[C:14]2[CH:13]3[CH:8]([CH2:9][CH2:10][CH2:11][CH2:12]3)[CH2:7][N:6]3[CH2:15][CH2:16][NH:17][CH2:18][C:4]([C:5]=23)=[CH:3][CH:2]=1. The yield is 0.520. (4) The reactants are [CH2:1]([NH:4][C:5]1[CH:10]=[CH:9][CH:8]=[CH:7][C:6]=1[NH2:11])[C:2]#[CH:3].O=[C:13]([C:19]([O:21]CC)=O)[C:14]([O:16][CH2:17][CH3:18])=[O:15]. The catalyst is C1(C)C=CC=CC=1. The product is [O:21]=[C:19]1[C:13]([C:14]([O:16][CH2:17][CH3:18])=[O:15])=[N:11][C:6]2[C:5](=[CH:10][CH:9]=[CH:8][CH:7]=2)[N:4]1[CH2:1][C:2]#[CH:3]. The yield is 0.930. (5) The product is [C:6]([C:7]1[NH:11][C:10]([C@@H:12]2[CH2:16][CH2:15][CH2:14][N:13]2[C:17]([O:19][C:20]([CH3:23])([CH3:22])[CH3:21])=[O:18])=[N:9][CH:8]=1)#[CH:5]. The reactants are C[Si]([C:5]#[C:6][C:7]1[NH:11][C:10]([C@@H:12]2[CH2:16][CH2:15][CH2:14][N:13]2[C:17]([O:19][C:20]([CH3:23])([CH3:22])[CH3:21])=[O:18])=[N:9][CH:8]=1)(C)C.C(=O)([O-])[O-].[K+].[K+]. The catalyst is CO. The yield is 0.820. (6) The reactants are [NH2:1][C:2]1[CH:29]=[CH:28][C:5]([O:6][C:7]2[C:16]3[C:11](=[CH:12][C:13]([O:19][CH2:20][CH:21]4[CH2:26][CH2:25][CH2:24][N:23]([CH3:27])[CH2:22]4)=[C:14]([C:17]#[N:18])[CH:15]=3)[N:10]=[CH:9][CH:8]=2)=[CH:4][C:3]=1[Cl:30].[N:31]1[CH:36]=C[CH:34]=[CH:33][CH:32]=1.ClC(OC1C=CC=CC=1)=[O:39].C1(N)CC1.C(=O)(O)[O-].[Na+]. The catalyst is CN(C)C=O.C(OCC)(=O)C. The product is [Cl:30][C:3]1[CH:4]=[C:5]([O:6][C:7]2[C:16]3[C:11](=[CH:12][C:13]([O:19][CH2:20][CH:21]4[CH2:26][CH2:25][CH2:24][N:23]([CH3:27])[CH2:22]4)=[C:14]([C:17]#[N:18])[CH:15]=3)[N:10]=[CH:9][CH:8]=2)[CH:28]=[CH:29][C:2]=1[NH:1][C:36]([NH:31][CH:32]1[CH2:34][CH2:33]1)=[O:39]. The yield is 0.675.